Dataset: Full USPTO retrosynthesis dataset with 1.9M reactions from patents (1976-2016). Task: Predict the reactants needed to synthesize the given product. (1) Given the product [C:38]([O:42][C:43](=[O:46])[CH2:44][O:34][C:31]1[CH:30]=[CH:29][C:28]([O:27][C:24]2[CH:25]=[CH:26][C:21]([CH2:20][N:17]3[CH2:18][CH2:19][CH:14]([N:9]4[C@H:8]([C:4]5[CH:5]=[CH:6][CH:7]=[C:2]([Cl:1])[CH:3]=5)[CH2:12][O:11][C:10]4=[O:13])[CH2:15][CH2:16]3)=[C:22]([CH3:35])[N:23]=2)=[CH:33][CH:32]=1)([CH3:41])([CH3:40])[CH3:39], predict the reactants needed to synthesize it. The reactants are: [Cl:1][C:2]1[CH:3]=[C:4]([C@@H:8]2[CH2:12][O:11][C:10](=[O:13])[N:9]2[CH:14]2[CH2:19][CH2:18][N:17]([CH2:20][C:21]3[C:22]([CH3:35])=[N:23][C:24]([O:27][C:28]4[CH:33]=[CH:32][C:31]([OH:34])=[CH:30][CH:29]=4)=[CH:25][CH:26]=3)[CH2:16][CH2:15]2)[CH:5]=[CH:6][CH:7]=1.[H-].[Na+].[C:38]([O:42][C:43](=[O:46])[CH2:44]Br)([CH3:41])([CH3:40])[CH3:39]. (2) Given the product [CH3:13][C:3]1[C:2]([C:17]2[CH:18]=[N:19][CH:20]=[CH:15][CH:16]=2)=[CH:7][N:6]2[C:8]([CH:11]=[O:12])=[CH:9][N:10]=[C:5]2[CH:4]=1, predict the reactants needed to synthesize it. The reactants are: Br[C:2]1[C:3]([CH3:13])=[CH:4][C:5]2[N:6]([C:8]([CH:11]=[O:12])=[CH:9][N:10]=2)[CH:7]=1.Br[C:15]1[C:16](C)=[CH:17][C:18](N)=[N:19][CH:20]=1.C(#N)C. (3) Given the product [Cl:59][C:52]1[CH:51]=[C:50]([C:47]2[CH:48]=[CH:49][N:45]([CH2:44][C@@H:43]([NH:42][C:9]([C:6]3[CH:7]=[CH:8][N:4]([CH:1]4[CH2:2][CH2:3]4)[N:5]=3)=[O:11])[CH3:60])[N:46]=2)[CH:57]=[C:56]([F:58])[C:53]=1[C:54]#[N:55], predict the reactants needed to synthesize it. The reactants are: [CH:1]1([N:4]2[CH:8]=[CH:7][C:6]([C:9]([OH:11])=O)=[N:5]2)[CH2:3][CH2:2]1.CCN=C=NCCCN(C)C.C1C=CC2N(O)N=NC=2C=1.CCN(C(C)C)C(C)C.[NH2:42][C@@H:43]([CH3:60])[CH2:44][N:45]1[CH:49]=[CH:48][C:47]([C:50]2[CH:57]=[C:56]([F:58])[C:53]([C:54]#[N:55])=[C:52]([Cl:59])[CH:51]=2)=[N:46]1. (4) Given the product [F:20][C:2]([F:1])([C:8]1[CH:13]=[CH:12][CH:11]=[C:10]([N:14]2[CH2:19][CH2:18][O:17][CH2:16][CH2:15]2)[CH:9]=1)[C:3]([OH:5])=[O:4], predict the reactants needed to synthesize it. The reactants are: [F:1][C:2]([F:20])([C:8]1[CH:13]=[CH:12][CH:11]=[C:10]([N:14]2[CH2:19][CH2:18][O:17][CH2:16][CH2:15]2)[CH:9]=1)[C:3]([O:5]CC)=[O:4].O.[OH-].[Li+]. (5) Given the product [C:1]([O:5][C:6](=[O:35])[NH:7][CH2:8][C@H:9]1[CH2:13][CH2:12][C@H:11]([O:14][NH:15][C:16]([C@@H:18]2[CH2:24][CH2:23][C@@H:22]3[CH2:25][N:19]2[C:20](=[O:34])[N:21]3[OH:26])=[O:17])[CH2:10]1)([CH3:4])([CH3:2])[CH3:3], predict the reactants needed to synthesize it. The reactants are: [C:1]([O:5][C:6](=[O:35])[NH:7][CH2:8][C@H:9]1[CH2:13][CH2:12][C@H:11]([O:14][NH:15][C:16]([C@@H:18]2[CH2:24][CH2:23][C@@H:22]3[CH2:25][N:19]2[C:20](=[O:34])[N:21]3[O:26]CC2C=CC=CC=2)=[O:17])[CH2:10]1)([CH3:4])([CH3:3])[CH3:2]. (6) The reactants are: Br[C:2]1[CH:14]=[CH:13][C:5]([C:6]([NH:8][CH:9]=[N:10][O:11][CH3:12])=[O:7])=[C:4]([CH3:15])[CH:3]=1.[CH:16]([O-])=[O:17].[Na+]. Given the product [CH:16]([C:2]1[CH:14]=[CH:13][C:5]([C:6]([NH:8][CH:9]=[N:10][O:11][CH3:12])=[O:7])=[C:4]([CH3:15])[CH:3]=1)=[O:17], predict the reactants needed to synthesize it. (7) Given the product [Cl:34][C:19]1[N:20]=[C:21]([N:24]2[C:25]([CH3:33])([CH3:32])[CH2:26][CH:27]([N:29]([CH3:30])[CH3:31])[CH2:28]2)[C:22]([F:23])=[C:17]([NH:9][NH2:8])[N:18]=1, predict the reactants needed to synthesize it. The reactants are: CC(OC([N:8](C(OC(C)(C)C)=O)[N:9]([C:17]1[C:22]([F:23])=[C:21]([N:24]2[CH2:28][CH:27]([N:29]([CH3:31])[CH3:30])[CH2:26][C:25]2([CH3:33])[CH3:32])[N:20]=[C:19]([Cl:34])[N:18]=1)C(OC(C)(C)C)=O)=O)(C)C.Cl. (8) Given the product [ClH:12].[Cl:12][C:11]1[CH:7]=[C:3]([C:4]([NH2:6])=[O:5])[C:1](=[NH:2])[N:25]([CH:23]([C:20]2[CH:21]=[CH:22][C:17]([F:16])=[CH:18][CH:19]=2)[CH3:24])[CH:10]=1, predict the reactants needed to synthesize it. The reactants are: [C:1]([CH:3]([CH:7]1[C:11]([Cl:12])=[C:10](Cl)C(=O)O1)[C:4]([NH2:6])=[O:5])#[N:2].Cl.[F:16][C:17]1[CH:22]=[CH:21][C:20]([CH:23]([NH2:25])[CH3:24])=[CH:19][CH:18]=1. (9) Given the product [C:1]([C:4]1[C:5](=[O:31])[N:6]([CH3:30])[C:7]2[C:12]([C:13]=1[NH:14][C:37](=[O:38])[CH2:36][O:35][CH3:34])=[CH:11][C:10]([C:15]1[CH:16]=[CH:17][C:18]([Cl:21])=[CH:19][CH:20]=1)=[C:9]([C:22]1[CH:27]=[CH:26][C:25]([Cl:28])=[CH:24][C:23]=1[Cl:29])[N:8]=2)(=[O:3])[CH3:2], predict the reactants needed to synthesize it. The reactants are: [C:1]([C:4]1[C:5](=[O:31])[N:6]([CH3:30])[C:7]2[C:12]([C:13]=1[NH2:14])=[CH:11][C:10]([C:15]1[CH:20]=[CH:19][C:18]([Cl:21])=[CH:17][CH:16]=1)=[C:9]([C:22]1[CH:27]=[CH:26][C:25]([Cl:28])=[CH:24][C:23]=1[Cl:29])[N:8]=2)(=[O:3])[CH3:2].[H-].[Na+].[CH3:34][O:35][CH2:36][C:37](Cl)=[O:38].